Dataset: NCI-60 drug combinations with 297,098 pairs across 59 cell lines. Task: Regression. Given two drug SMILES strings and cell line genomic features, predict the synergy score measuring deviation from expected non-interaction effect. (1) Drug 1: CC1C(C(CC(O1)OC2CC(CC3=C2C(=C4C(=C3O)C(=O)C5=C(C4=O)C(=CC=C5)OC)O)(C(=O)CO)O)N)O. Synergy scores: CSS=65.6, Synergy_ZIP=6.47, Synergy_Bliss=6.88, Synergy_Loewe=8.91, Synergy_HSA=13.0. Cell line: T-47D. Drug 2: COCCOC1=C(C=C2C(=C1)C(=NC=N2)NC3=CC=CC(=C3)C#C)OCCOC. (2) Drug 1: CC=C1C(=O)NC(C(=O)OC2CC(=O)NC(C(=O)NC(CSSCCC=C2)C(=O)N1)C(C)C)C(C)C. Drug 2: C(CC(=O)O)C(=O)CN.Cl. Cell line: NCI-H322M. Synergy scores: CSS=36.3, Synergy_ZIP=-3.39, Synergy_Bliss=-1.47, Synergy_Loewe=-3.98, Synergy_HSA=-1.95. (3) Drug 1: CCC1(CC2CC(C3=C(CCN(C2)C1)C4=CC=CC=C4N3)(C5=C(C=C6C(=C5)C78CCN9C7C(C=CC9)(C(C(C8N6C=O)(C(=O)OC)O)OC(=O)C)CC)OC)C(=O)OC)O.OS(=O)(=O)O. Drug 2: N.N.Cl[Pt+2]Cl. Cell line: HCT116. Synergy scores: CSS=46.8, Synergy_ZIP=2.44, Synergy_Bliss=2.51, Synergy_Loewe=-2.83, Synergy_HSA=4.91. (4) Drug 1: CC1=C2C(C(=O)C3(C(CC4C(C3C(C(C2(C)C)(CC1OC(=O)C(C(C5=CC=CC=C5)NC(=O)OC(C)(C)C)O)O)OC(=O)C6=CC=CC=C6)(CO4)OC(=O)C)O)C)O. Drug 2: C1CN(CCN1C(=O)CCBr)C(=O)CCBr. Cell line: HCT116. Synergy scores: CSS=20.1, Synergy_ZIP=-6.30, Synergy_Bliss=-1.21, Synergy_Loewe=-1.04, Synergy_HSA=-0.434. (5) Drug 1: C1=CC(=CC=C1CCC2=CNC3=C2C(=O)NC(=N3)N)C(=O)NC(CCC(=O)O)C(=O)O. Drug 2: C1=CC(=CC=C1C#N)C(C2=CC=C(C=C2)C#N)N3C=NC=N3. Cell line: KM12. Synergy scores: CSS=3.92, Synergy_ZIP=-7.93, Synergy_Bliss=-12.1, Synergy_Loewe=-13.4, Synergy_HSA=-9.93. (6) Drug 1: C1=CC(=CC=C1CC(C(=O)O)N)N(CCCl)CCCl.Cl. Cell line: MOLT-4. Drug 2: CC12CCC3C(C1CCC2O)C(CC4=C3C=CC(=C4)O)CCCCCCCCCS(=O)CCCC(C(F)(F)F)(F)F. Synergy scores: CSS=47.2, Synergy_ZIP=3.55, Synergy_Bliss=4.54, Synergy_Loewe=-6.37, Synergy_HSA=2.44. (7) Drug 1: CC1OCC2C(O1)C(C(C(O2)OC3C4COC(=O)C4C(C5=CC6=C(C=C35)OCO6)C7=CC(=C(C(=C7)OC)O)OC)O)O. Drug 2: CN(C)C1=NC(=NC(=N1)N(C)C)N(C)C. Cell line: NCI/ADR-RES. Synergy scores: CSS=-3.05, Synergy_ZIP=0.706, Synergy_Bliss=-1.19, Synergy_Loewe=-2.08, Synergy_HSA=-2.88. (8) Drug 1: CCCCC(=O)OCC(=O)C1(CC(C2=C(C1)C(=C3C(=C2O)C(=O)C4=C(C3=O)C=CC=C4OC)O)OC5CC(C(C(O5)C)O)NC(=O)C(F)(F)F)O. Drug 2: CC(C)CN1C=NC2=C1C3=CC=CC=C3N=C2N. Cell line: HOP-62. Synergy scores: CSS=43.7, Synergy_ZIP=-1.73, Synergy_Bliss=-2.72, Synergy_Loewe=-1.06, Synergy_HSA=-1.55. (9) Drug 1: CCCS(=O)(=O)NC1=C(C(=C(C=C1)F)C(=O)C2=CNC3=C2C=C(C=N3)C4=CC=C(C=C4)Cl)F. Drug 2: CN(CC1=CN=C2C(=N1)C(=NC(=N2)N)N)C3=CC=C(C=C3)C(=O)NC(CCC(=O)O)C(=O)O. Cell line: T-47D. Synergy scores: CSS=-2.46, Synergy_ZIP=2.25, Synergy_Bliss=4.50, Synergy_Loewe=-0.262, Synergy_HSA=0.565. (10) Drug 1: CCC1(C2=C(COC1=O)C(=O)N3CC4=CC5=C(C=CC(=C5CN(C)C)O)N=C4C3=C2)O.Cl. Drug 2: CC1C(C(CC(O1)OC2CC(CC3=C2C(=C4C(=C3O)C(=O)C5=C(C4=O)C(=CC=C5)OC)O)(C(=O)CO)O)N)O.Cl. Cell line: T-47D. Synergy scores: CSS=46.0, Synergy_ZIP=-8.48, Synergy_Bliss=-6.81, Synergy_Loewe=-3.48, Synergy_HSA=-1.73.